The task is: Regression. Given two drug SMILES strings and cell line genomic features, predict the synergy score measuring deviation from expected non-interaction effect.. This data is from NCI-60 drug combinations with 297,098 pairs across 59 cell lines. (1) Drug 1: CC1=C(C=C(C=C1)NC2=NC=CC(=N2)N(C)C3=CC4=NN(C(=C4C=C3)C)C)S(=O)(=O)N.Cl. Drug 2: COCCOC1=C(C=C2C(=C1)C(=NC=N2)NC3=CC=CC(=C3)C#C)OCCOC.Cl. Cell line: MDA-MB-435. Synergy scores: CSS=-0.763, Synergy_ZIP=3.06, Synergy_Bliss=5.46, Synergy_Loewe=0.722, Synergy_HSA=1.29. (2) Drug 1: C1=CC(=CC=C1CCCC(=O)O)N(CCCl)CCCl. Drug 2: C1=CC=C(C=C1)NC(=O)CCCCCCC(=O)NO. Cell line: NCI-H460. Synergy scores: CSS=22.6, Synergy_ZIP=0.908, Synergy_Bliss=3.34, Synergy_Loewe=0.805, Synergy_HSA=4.23. (3) Drug 1: C1CC(=O)NC(=O)C1N2CC3=C(C2=O)C=CC=C3N. Drug 2: CC1=C(C(=O)C2=C(C1=O)N3CC4C(C3(C2COC(=O)N)OC)N4)N. Cell line: MDA-MB-231. Synergy scores: CSS=21.7, Synergy_ZIP=-3.72, Synergy_Bliss=6.54, Synergy_Loewe=-8.65, Synergy_HSA=7.76. (4) Drug 2: C#CCC(CC1=CN=C2C(=N1)C(=NC(=N2)N)N)C3=CC=C(C=C3)C(=O)NC(CCC(=O)O)C(=O)O. Cell line: UO-31. Drug 1: CCCCCOC(=O)NC1=NC(=O)N(C=C1F)C2C(C(C(O2)C)O)O. Synergy scores: CSS=51.2, Synergy_ZIP=5.47, Synergy_Bliss=-0.237, Synergy_Loewe=-27.6, Synergy_HSA=-2.88. (5) Drug 1: CN(CC1=CN=C2C(=N1)C(=NC(=N2)N)N)C3=CC=C(C=C3)C(=O)NC(CCC(=O)O)C(=O)O. Drug 2: C1=NC2=C(N1)C(=S)N=CN2. Cell line: NCI-H226. Synergy scores: CSS=37.2, Synergy_ZIP=-11.5, Synergy_Bliss=-4.64, Synergy_Loewe=0.153, Synergy_HSA=1.47. (6) Drug 1: C1=CC=C(C=C1)NC(=O)CCCCCCC(=O)NO. Drug 2: C(CN)CNCCSP(=O)(O)O. Cell line: U251. Synergy scores: CSS=19.9, Synergy_ZIP=0.533, Synergy_Bliss=7.70, Synergy_Loewe=-11.3, Synergy_HSA=-0.686. (7) Drug 1: C1=CC(=CC=C1CC(C(=O)O)N)N(CCCl)CCCl.Cl. Drug 2: CS(=O)(=O)OCCCCOS(=O)(=O)C. Cell line: NCI/ADR-RES. Synergy scores: CSS=12.5, Synergy_ZIP=-0.826, Synergy_Bliss=6.54, Synergy_Loewe=1.83, Synergy_HSA=5.05. (8) Drug 1: CN1CCC(CC1)COC2=C(C=C3C(=C2)N=CN=C3NC4=C(C=C(C=C4)Br)F)OC. Drug 2: CS(=O)(=O)CCNCC1=CC=C(O1)C2=CC3=C(C=C2)N=CN=C3NC4=CC(=C(C=C4)OCC5=CC(=CC=C5)F)Cl. Cell line: SNB-19. Synergy scores: CSS=-2.48, Synergy_ZIP=-1.41, Synergy_Bliss=-4.79, Synergy_Loewe=-6.63, Synergy_HSA=-5.38.